From a dataset of Forward reaction prediction with 1.9M reactions from USPTO patents (1976-2016). Predict the product of the given reaction. (1) Given the reactants [NH:1]([C:3]1[N:8]([CH2:9][C:10]2[CH:15]=[CH:14][C:13]([O:16][CH3:17])=[CH:12][CH:11]=2)[C:7](=[O:18])[N:6]([CH3:19])[C:5](=[O:20])[CH:4]=1)[NH2:2].O=P(Cl)(Cl)Cl.[CH3:26]O, predict the reaction product. The product is: [CH3:17][O:16][C:13]1[CH:14]=[CH:15][C:10]([CH2:9][N:8]2[C:3]3[NH:1][N:2]=[CH:26][C:4]=3[C:5](=[O:20])[N:6]([CH3:19])[C:7]2=[O:18])=[CH:11][CH:12]=1. (2) Given the reactants [C:1]1([OH:7])[CH:6]=[CH:5][CH:4]=[CH:3][CH:2]=1.Cl[C:9]1[C:18]2[C:13](=[C:14]([CH3:19])[CH:15]=[CH:16][CH:17]=2)[CH:12]=[C:11]([NH:20][C:21]2[CH:25]=[C:24]([CH3:26])[NH:23][N:22]=2)[N:10]=1, predict the reaction product. The product is: [CH3:19][C:14]1[CH:15]=[CH:16][CH:17]=[C:18]2[C:13]=1[CH:12]=[C:11]([NH:20][C:21]1[CH:25]=[C:24]([CH3:26])[NH:23][N:22]=1)[N:10]=[C:9]2[O:7][C:1]1[CH:6]=[CH:5][CH:4]=[CH:3][CH:2]=1. (3) The product is: [C:37]([O:44][CH2:45][C:46]([C:47]([O:49][C@@H:27]([CH2:28][CH2:29][C:30]1[CH:31]=[CH:32][CH:33]=[CH:34][CH:35]=1)[CH2:26][CH2:25][C@H:8]1[C@H:7]([OH:6])[CH2:12][C@H:10]([OH:11])[C@@H:9]1[CH2:13]/[CH:14]=[CH:15]\[CH2:16][CH2:17][CH2:18][C:19]([O:21][CH:22]([CH3:24])[CH3:23])=[O:20])=[O:48])([CH3:50])[CH2:51][O:52][C:53](=[O:59])[CH2:54][CH2:55][CH2:56][C:57]#[CH:58])(=[O:43])[CH2:38][CH2:39][CH2:40][C:41]#[CH:42]. Given the reactants C(B1[O:11][C@H:10]2[CH2:12][C@H:7]([C@H:8]([CH2:25][CH2:26][C@@H:27](O)[CH2:28][CH2:29][C:30]3[CH:35]=[CH:34][CH:33]=[CH:32][CH:31]=3)[C@H:9]2[CH2:13]/[CH:14]=[CH:15]\[CH2:16][CH2:17][CH2:18][C:19]([O:21][CH:22]([CH3:24])[CH3:23])=[O:20])[O:6]1)CCC.[C:37]([O:44][CH2:45][C:46]([CH2:51][O:52][C:53](=[O:59])[CH2:54][CH2:55][CH2:56][C:57]#[CH:58])([CH3:50])[C:47]([OH:49])=[O:48])(=[O:43])[CH2:38][CH2:39][CH2:40][C:41]#[CH:42].C1CCC(N=C=NC2CCCCC2)CC1, predict the reaction product. (4) Given the reactants C[O-].[Na+].C([O:7][C@@H:8]1[CH2:12][N:11]([C:13](=[O:15])[CH3:14])[C@@H:10]([C:16]2[C:30]([O:31][C:32]3[CH:37]=[CH:36][C:35]([S:38]([CH3:41])(=[O:40])=[O:39])=[CH:34][CH:33]=3)=[CH:29][C:19]3[N:20]=[C:21]([C:23]4[CH:28]=[CH:27][CH:26]=[CH:25][N:24]=4)[NH:22][C:18]=3[CH:17]=2)[CH2:9]1)(=O)C, predict the reaction product. The product is: [OH:7][C@@H:8]1[CH2:12][N:11]([C:13](=[O:15])[CH3:14])[C@@H:10]([C:16]2[C:30]([O:31][C:32]3[CH:33]=[CH:34][C:35]([S:38]([CH3:41])(=[O:39])=[O:40])=[CH:36][CH:37]=3)=[CH:29][C:19]3[N:20]=[C:21]([C:23]4[CH:28]=[CH:27][CH:26]=[CH:25][N:24]=4)[NH:22][C:18]=3[CH:17]=2)[CH2:9]1.